Dataset: Full USPTO retrosynthesis dataset with 1.9M reactions from patents (1976-2016). Task: Predict the reactants needed to synthesize the given product. (1) The reactants are: [C:1]12(CO)[CH2:10][CH:5]3[CH2:6][CH:7]([CH2:9][CH:3]([CH2:4]3)[CH2:2]1)[CH2:8]2.[I:13][C:14]1[CH:15]=[N:16][NH:17][CH:18]=1.[CH3:19]C1C(B2OC(C)(C)C(C)(C)O2)=C(C)NN=1. Given the product [CH:1]12[CH2:2][CH:3]3[CH2:4][CH:5]([CH2:6][CH:7]([CH2:9]3)[CH:8]1[CH2:19][N:16]1[CH:15]=[C:14]([I:13])[CH:18]=[N:17]1)[CH2:10]2, predict the reactants needed to synthesize it. (2) Given the product [CH:1]1[C:10]2[C:5](=[CH:6][CH:7]=[CH:8][CH:9]=2)[C:4]([C:11]2[N:15]3[CH:16]=[C:17](/[CH:20]=[C:26]4/[C:25](=[O:27])[NH:24][C:23](=[O:28])[S:22]/4)[CH:18]=[CH:19][C:14]3=[N:13][CH:12]=2)=[CH:3][N:2]=1, predict the reactants needed to synthesize it. The reactants are: [CH:1]1[C:10]2[C:5](=[CH:6][CH:7]=[CH:8][CH:9]=2)[C:4]([C:11]2[N:15]3[CH:16]=[C:17]([CH:20]=O)[CH:18]=[CH:19][C:14]3=[N:13][CH:12]=2)=[CH:3][N:2]=1.[S:22]1[CH2:26][C:25](=[O:27])[NH:24][C:23]1=[O:28].C([O-])(=O)C.[Na+]. (3) Given the product [NH2:39][C@@H:9]([CH2:8][C:3]1[CH:4]=[CH:5][CH:6]=[CH:7][C:2]=1[Cl:1])[C:10]([N:12]1[CH2:13][CH2:14][CH:15]([N:18]2[N:27]=[C:26]([C:28]3[CH:33]=[CH:32][C:31]([O:34][CH3:35])=[C:30]([O:36][CH3:37])[CH:29]=3)[C@@H:25]3[C@@H:20]([CH2:21][CH2:22][CH2:23][CH2:24]3)[C:19]2=[O:38])[CH2:16][CH2:17]1)=[O:11], predict the reactants needed to synthesize it. The reactants are: [Cl:1][C:2]1[CH:7]=[CH:6][CH:5]=[CH:4][C:3]=1[CH2:8][C@H:9]([NH:39]C(=O)OC(C)(C)C)[C:10]([N:12]1[CH2:17][CH2:16][CH:15]([N:18]2[N:27]=[C:26]([C:28]3[CH:33]=[CH:32][C:31]([O:34][CH3:35])=[C:30]([O:36][CH3:37])[CH:29]=3)[C@@H:25]3[C@@H:20]([CH2:21][CH2:22][CH2:23][CH2:24]3)[C:19]2=[O:38])[CH2:14][CH2:13]1)=[O:11]. (4) Given the product [NH2:13][C:10]1[N:9]=[C:8]([NH2:14])[C:7]([O:6][C:5]2[C:4]([CH:1]([CH3:3])[CH3:2])=[CH:18][C:17]([O:19][CH3:20])=[C:16]([C:23](=[O:24])[CH3:22])[CH:15]=2)=[CH:12][N:11]=1, predict the reactants needed to synthesize it. The reactants are: [CH:1]([C:4]1[CH:18]=[C:17]([O:19][CH3:20])[CH:16]=[CH:15][C:5]=1[O:6][C:7]1[C:8]([NH2:14])=[N:9][C:10]([NH2:13])=[N:11][CH:12]=1)([CH3:3])[CH3:2].F[C:22](F)(F)[C:23](O)=[O:24].C(Cl)(=O)C.[Cl-].[Cl-].[Cl-].[Al+3]. (5) Given the product [ClH:56].[NH2:30][C@@H:18]1[C:17](=[O:38])[N:16]2[CH2:39][C@H:40]([O:42][C:43]3[CH:52]=[N:51][C:50]4[C:45](=[CH:46][C:47]([O:53][CH3:54])=[CH:48][CH:49]=4)[N:44]=3)[CH2:41][C@H:15]2[C:14](=[O:55])[NH:13][C@:12]2([C:10]([NH:9][S:6]([C:3]3([CH2:2][F:1])[CH2:5][CH2:4]3)(=[O:8])=[O:7])=[O:11])[CH2:27][C@H:26]2[CH:25]=[CH:24][CH2:23][CH2:22][C@@H:21]([CH3:28])[CH2:20][C@H:19]1[CH3:29], predict the reactants needed to synthesize it. The reactants are: [F:1][CH2:2][C:3]1([S:6]([NH:9][C:10]([C@@:12]23[CH2:27][C@H:26]2[CH:25]=[CH:24][CH2:23][CH2:22][C@@H:21]([CH3:28])[CH2:20][C@@H:19]([CH3:29])[C@H:18]([NH:30]C(=O)OC(C)(C)C)[C:17](=[O:38])[N:16]2[CH2:39][C@H:40]([O:42][C:43]4[CH:52]=[N:51][C:50]5[C:45](=[CH:46][C:47]([O:53][CH3:54])=[CH:48][CH:49]=5)[N:44]=4)[CH2:41][C@H:15]2[C:14](=[O:55])[NH:13]3)=[O:11])(=[O:8])=[O:7])[CH2:5][CH2:4]1.[ClH:56].